From a dataset of Peptide-MHC class II binding affinity with 134,281 pairs from IEDB. Regression. Given a peptide amino acid sequence and an MHC pseudo amino acid sequence, predict their binding affinity value. This is MHC class II binding data. (1) The MHC is HLA-DQA10102-DQB10604 with pseudo-sequence HLA-DQA10102-DQB10604. The peptide sequence is LFQDSGLLYLA. The binding affinity (normalized) is 0. (2) The peptide sequence is YKFIPSLEAAVKQAY. The MHC is HLA-DQA10101-DQB10501 with pseudo-sequence HLA-DQA10101-DQB10501. The binding affinity (normalized) is 0.149. (3) The peptide sequence is LLIDVVTYLVALIPE. The MHC is HLA-DQA10101-DQB10501 with pseudo-sequence HLA-DQA10101-DQB10501. The binding affinity (normalized) is 0.243. (4) The peptide sequence is FSNVYLFAKDKSGPL. The MHC is DRB1_0405 with pseudo-sequence DRB1_0405. The binding affinity (normalized) is 0.392. (5) The peptide sequence is YDKFLANVSTVLTQK. The MHC is DRB1_1302 with pseudo-sequence DRB1_1302. The binding affinity (normalized) is 0.854. (6) The binding affinity (normalized) is 0.363. The MHC is DRB1_1101 with pseudo-sequence DRB1_1101. The peptide sequence is GELQIVDLIDAAFKI. (7) The peptide sequence is KNPVVDGNPTVDIEE. The MHC is HLA-DQA10601-DQB10402 with pseudo-sequence HLA-DQA10601-DQB10402. The binding affinity (normalized) is 0. (8) The peptide sequence is IVALIIAIVVWTIV. The MHC is HLA-DPA10301-DPB10402 with pseudo-sequence HLA-DPA10301-DPB10402. The binding affinity (normalized) is 0.337. (9) The peptide sequence is PSEPWNTGHDWILAD. The MHC is HLA-DQA10201-DQB10402 with pseudo-sequence HLA-DQA10201-DQB10402. The binding affinity (normalized) is 0.238. (10) The peptide sequence is CYGGHTNEDDSNFAHW. The MHC is DRB5_0101 with pseudo-sequence DRB5_0101. The binding affinity (normalized) is 0.